Dataset: Catalyst prediction with 721,799 reactions and 888 catalyst types from USPTO. Task: Predict which catalyst facilitates the given reaction. Reactant: N#N.[NH2:3][C:4]1[C:9]2=[C:10]([C:17]3[CH:22]=[CH:21][C:20]([NH:23][C:24]([NH:26][C:27]4[CH:32]=[C:31]([C:33]([F:36])([F:35])[F:34])[CH:30]=[CH:29][C:28]=4[F:37])=[O:25])=[C:19]([F:38])[CH:18]=3)[C:11]([CH2:14][O:15][CH3:16])=[C:12](Br)[N:8]2[N:7]=[CH:6][N:5]=1.[C:39]([O:43][C:44]([N:46]1[CH2:51][CH:50]=[C:49](B2OC(C)(C)C(C)(C)O2)[CH2:48][CH2:47]1)=[O:45])([CH3:42])([CH3:41])[CH3:40].C([O-])([O-])=O.[Na+].[Na+]. Product: [NH2:3][C:4]1[C:9]2=[C:10]([C:17]3[CH:22]=[CH:21][C:20]([NH:23][C:24](=[O:25])[NH:26][C:27]4[CH:32]=[C:31]([C:33]([F:36])([F:35])[F:34])[CH:30]=[CH:29][C:28]=4[F:37])=[C:19]([F:38])[CH:18]=3)[C:11]([CH2:14][O:15][CH3:16])=[C:12]([C:49]3[CH2:50][CH2:51][N:46]([C:44]([O:43][C:39]([CH3:42])([CH3:41])[CH3:40])=[O:45])[CH2:47][CH:48]=3)[N:8]2[N:7]=[CH:6][N:5]=1. The catalyst class is: 12.